Dataset: M1 muscarinic receptor antagonist screen with 61,756 compounds. Task: Binary Classification. Given a drug SMILES string, predict its activity (active/inactive) in a high-throughput screening assay against a specified biological target. (1) The result is 0 (inactive). The drug is Brc1cc2c(c(oc2cc1)C(OCC)=O)CSc1sc(nn1)C. (2) The molecule is S(=O)(=O)(NC1CC(OCC1)(C)C)c1ccc(cc1)C. The result is 0 (inactive).